Regression. Given two drug SMILES strings and cell line genomic features, predict the synergy score measuring deviation from expected non-interaction effect. From a dataset of NCI-60 drug combinations with 297,098 pairs across 59 cell lines. Drug 1: COC1=NC(=NC2=C1N=CN2C3C(C(C(O3)CO)O)O)N. Drug 2: C1CN1C2=NC(=NC(=N2)N3CC3)N4CC4. Cell line: HCT-15. Synergy scores: CSS=46.8, Synergy_ZIP=2.40, Synergy_Bliss=0.898, Synergy_Loewe=-5.22, Synergy_HSA=3.37.